This data is from Merck oncology drug combination screen with 23,052 pairs across 39 cell lines. The task is: Regression. Given two drug SMILES strings and cell line genomic features, predict the synergy score measuring deviation from expected non-interaction effect. (1) Drug 1: CC(C)CC(NC(=O)C(Cc1ccccc1)NC(=O)c1cnccn1)B(O)O. Drug 2: NC1CCCCC1N.O=C(O)C(=O)O.[Pt+2]. Cell line: HCT116. Synergy scores: synergy=-2.62. (2) Drug 1: CC(=O)OC1C(=O)C2(C)C(O)CC3OCC3(OC(C)=O)C2C(OC(=O)c2ccccc2)C2(O)CC(OC(=O)C(O)C(NC(=O)c3ccccc3)c3ccccc3)C(C)=C1C2(C)C. Drug 2: COC1CC2CCC(C)C(O)(O2)C(=O)C(=O)N2CCCCC2C(=O)OC(C(C)CC2CCC(OP(C)(C)=O)C(OC)C2)CC(=O)C(C)C=C(C)C(O)C(OC)C(=O)C(C)CC(C)C=CC=CC=C1C. Cell line: ES2. Synergy scores: synergy=23.1. (3) Drug 1: O=S1(=O)NC2(CN1CC(F)(F)F)C1CCC2Cc2cc(C=CCN3CCC(C(F)(F)F)CC3)ccc2C1. Drug 2: CN(Cc1cnc2nc(N)nc(N)c2n1)c1ccc(C(=O)NC(CCC(=O)O)C(=O)O)cc1. Cell line: VCAP. Synergy scores: synergy=-2.10. (4) Drug 1: N.N.O=C(O)C1(C(=O)O)CCC1.[Pt]. Drug 2: O=C(NOCC(O)CO)c1ccc(F)c(F)c1Nc1ccc(I)cc1F. Cell line: KPL1. Synergy scores: synergy=18.8.